Dataset: NCI-60 drug combinations with 297,098 pairs across 59 cell lines. Task: Regression. Given two drug SMILES strings and cell line genomic features, predict the synergy score measuring deviation from expected non-interaction effect. (1) Drug 1: CNC(=O)C1=CC=CC=C1SC2=CC3=C(C=C2)C(=NN3)C=CC4=CC=CC=N4. Drug 2: CC1=C(C(=O)C2=C(C1=O)N3CC4C(C3(C2COC(=O)N)OC)N4)N. Cell line: SF-539. Synergy scores: CSS=18.9, Synergy_ZIP=-12.1, Synergy_Bliss=-8.89, Synergy_Loewe=-6.66, Synergy_HSA=-5.41. (2) Drug 1: C1=CC=C(C(=C1)C(C2=CC=C(C=C2)Cl)C(Cl)Cl)Cl. Drug 2: CCCCCOC(=O)NC1=NC(=O)N(C=C1F)C2C(C(C(O2)C)O)O. Cell line: SF-268. Synergy scores: CSS=-1.47, Synergy_ZIP=0.0602, Synergy_Bliss=-1.85, Synergy_Loewe=-3.14, Synergy_HSA=-3.64. (3) Synergy scores: CSS=40.7, Synergy_ZIP=1.24, Synergy_Bliss=0.851, Synergy_Loewe=-4.11, Synergy_HSA=0.147. Drug 1: CN(C)C(=N)N=C(N)N. Cell line: OVCAR3. Drug 2: CC1=C(C(=CC=C1)Cl)NC(=O)C2=CN=C(S2)NC3=CC(=NC(=N3)C)N4CCN(CC4)CCO. (4) Drug 1: C1=C(C(=O)NC(=O)N1)F. Drug 2: CC1=C(C=C(C=C1)NC(=O)C2=CC=C(C=C2)CN3CCN(CC3)C)NC4=NC=CC(=N4)C5=CN=CC=C5. Cell line: COLO 205. Synergy scores: CSS=54.5, Synergy_ZIP=-4.25, Synergy_Bliss=-11.4, Synergy_Loewe=-13.2, Synergy_HSA=-12.0. (5) Drug 1: CNC(=O)C1=CC=CC=C1SC2=CC3=C(C=C2)C(=NN3)C=CC4=CC=CC=N4. Drug 2: COC1=CC(=CC(=C1O)OC)C2C3C(COC3=O)C(C4=CC5=C(C=C24)OCO5)OC6C(C(C7C(O6)COC(O7)C8=CC=CS8)O)O. Cell line: SN12C. Synergy scores: CSS=45.1, Synergy_ZIP=-0.646, Synergy_Bliss=-0.260, Synergy_Loewe=-3.31, Synergy_HSA=1.69.